From a dataset of Full USPTO retrosynthesis dataset with 1.9M reactions from patents (1976-2016). Predict the reactants needed to synthesize the given product. (1) Given the product [Br:1][C:2]1[C:3]([CH:9]([O:15][C:3]([CH3:9])([CH3:4])[CH3:2])[C:10]([O:12][CH2:13][CH3:14])=[O:11])=[C:4]([CH3:8])[S:5][C:6]=1[CH3:7], predict the reactants needed to synthesize it. The reactants are: [Br:1][C:2]1[C:3]([CH:9]([OH:15])[C:10]([O:12][CH2:13][CH3:14])=[O:11])=[C:4]([CH3:8])[S:5][C:6]=1[CH3:7].Cl(O)(=O)(=O)=O.C(=O)(O)[O-].[Na+]. (2) Given the product [P:16]([O:21][CH2:22][CH3:23])([O:18][CH2:19][CH3:20])([O:13][C:5]1[C:4]([CH2:1][CH:2]=[CH2:3])=[CH:9][CH:8]=[CH:7][C:6]=1[CH2:10][CH:11]=[CH2:12])=[O:17], predict the reactants needed to synthesize it. The reactants are: [CH2:1]([C:4]1[CH:9]=[CH:8][CH:7]=[C:6]([CH2:10][CH:11]=[CH2:12])[C:5]=1[OH:13])[CH:2]=[CH2:3].[OH-].[Na+].[P:16](Cl)([O:21][CH2:22][CH3:23])([O:18][CH2:19][CH3:20])=[O:17]. (3) Given the product [CH:3]1([NH:6][C:7](=[O:28])[C:8]2[CH:13]=[CH:12][C:11]([CH3:14])=[C:10]([N:15]([C:16]3[CH:17]=[C:18]4[C:22](=[CH:23][CH:24]=3)[C:21](=[O:25])[C:20]([CH3:26])([CH3:27])[CH2:19]4)[S:30]([CH3:29])(=[O:32])=[O:31])[CH:9]=2)[CH2:4][CH2:5]1, predict the reactants needed to synthesize it. The reactants are: [H-].[Na+].[CH:3]1([NH:6][C:7](=[O:28])[C:8]2[CH:13]=[CH:12][C:11]([CH3:14])=[C:10]([NH:15][C:16]3[CH:17]=[C:18]4[C:22](=[CH:23][CH:24]=3)[C:21](=[O:25])[C:20]([CH3:27])([CH3:26])[CH2:19]4)[CH:9]=2)[CH2:5][CH2:4]1.[CH3:29][S:30](Cl)(=[O:32])=[O:31]. (4) Given the product [Cl:1][C:2]1[CH:7]=[CH:6][CH:5]=[CH:4][C:3]=1[NH:8][C:9]1[N:19]=[C:18]([NH:20][C:21]2[CH:26]=[CH:25][C:24]([N:27]3[CH2:32][CH2:31][NH:30][CH2:29][CH2:28]3)=[CH:23][C:22]=2[O:40][CH3:41])[C:12]2[C:13](=[O:17])[NH:14][N:15]=[CH:16][C:11]=2[CH:10]=1, predict the reactants needed to synthesize it. The reactants are: [Cl:1][C:2]1[CH:7]=[CH:6][CH:5]=[CH:4][C:3]=1[NH:8][C:9]1[N:19]=[C:18]([NH:20][C:21]2[CH:26]=[CH:25][C:24]([N:27]3[CH2:32][CH2:31][N:30](C(OC(C)(C)C)=O)[CH2:29][CH2:28]3)=[CH:23][C:22]=2[O:40][CH3:41])[C:12]2[C:13](=[O:17])[NH:14][N:15]=[CH:16][C:11]=2[CH:10]=1.FC(F)(F)C(O)=O. (5) The reactants are: [CH3:1][C:2]1[C@@H:19]([O:20][C:21]([C@H:23]([OH:39])[C@@H:24]([NH:31][C:32]([O:34][C:35]([CH3:38])([CH3:37])[CH3:36])=[O:33])[C:25]2[CH:26]=[CH:27][CH:28]=[CH:29][CH:30]=2)=[O:22])[CH2:18][C@:14]2([OH:40])[C:15]([CH3:17])([CH3:16])[C:3]=1[C@@H:4]([OH:58])[C:5]([C@@:7]1([CH3:57])[C@H:12]([C@@H:13]2[O:41][C:42]([C:44]2[CH:45]=[CH:46][CH:47]=[CH:48][CH:49]=2)=[O:43])[C@:11]2([O:52][C:53]([CH3:55])=[O:54])[CH2:50][O:51][C@@H:10]2[CH2:9][C@@H:8]1[OH:56])=[O:6].C1CCCCC1.[OH2:65].C(OCC)(=[O:68])C. Given the product [CH3:1][C:2]1[C@@H:19]([O:20][C:21]([C@H:23]([OH:39])[C@@H:24]([NH:31][C:32]([O:34][C:35]([CH3:36])([CH3:37])[CH3:38])=[O:33])[C:25]2[CH:30]=[CH:29][CH:28]=[CH:27][CH:26]=2)=[O:22])[CH2:18][C@@:14]2([OH:40])[C:15]([CH3:16])([CH3:17])[C:3]=1[C@@H:4]([OH:58])[C:5]([C@@:7]1([CH3:57])[C@H:12]([C@@H:13]2[O:41][C:42]([C:44]2[CH:45]=[CH:46][CH:47]=[CH:48][CH:49]=2)=[O:43])[C@:11]2([O:52][C:53]([CH3:55])=[O:54])[CH2:50][O:51][C@@H:10]2[CH2:9][C@@H:8]1[OH:56])=[O:6].[OH2:68].[OH2:65].[OH2:6], predict the reactants needed to synthesize it. (6) Given the product [Br:12][C:5]1[C:6]2[C:11](=[CH:10][CH:9]=[CH:8][CH:7]=2)[C:2]([CH:21]=[O:22])=[CH:3][CH:4]=1, predict the reactants needed to synthesize it. The reactants are: Br[C:2]1[C:11]2[C:6](=[CH:7][CH:8]=[CH:9][CH:10]=2)[C:5]([Br:12])=[CH:4][CH:3]=1.[Li]CCCC.CN([CH:21]=[O:22])C. (7) Given the product [CH3:15][O:14][N:13]=[C:11]1[CH2:12][N:8]([C:6]([NH:19][CH2:22][CH2:23][CH2:24][CH2:25][CH3:26])=[O:7])[C@H:9]([C:16]([NH:38][C:33]2[CH:34]=[CH:35][CH:36]=[CH:37][C:32]=2[N:27]2[CH:28]=[CH:29][CH:30]=[CH:31]2)=[O:18])[CH2:10]1, predict the reactants needed to synthesize it. The reactants are: C(O[C:6]([N:8]1[CH2:12][C:11](=[N:13][O:14][CH3:15])[CH2:10][C@H:9]1[C:16]([OH:18])=O)=[O:7])(C)(C)C.[N:19]([CH2:22][CH2:23][CH2:24][CH2:25][CH3:26])=C=O.[N:27]1([C:32]2[CH:37]=[CH:36][CH:35]=[CH:34][C:33]=2[NH2:38])[CH:31]=[CH:30][CH:29]=[CH:28]1.